From a dataset of Full USPTO retrosynthesis dataset with 1.9M reactions from patents (1976-2016). Predict the reactants needed to synthesize the given product. (1) Given the product [CH2:25]([N:12]1[CH:13]=[C:9]([C:3]2[CH:4]=[CH:5][C:6]([Cl:8])=[CH:7][C:2]=2[Cl:1])[N:10]=[C:11]1/[CH:14]=[CH:15]/[C:16]1[CH:17]=[CH:18][C:19]([O:22][CH3:23])=[CH:20][CH:21]=1)[CH2:26][CH2:27][CH3:28], predict the reactants needed to synthesize it. The reactants are: [Cl:1][C:2]1[CH:7]=[C:6]([Cl:8])[CH:5]=[CH:4][C:3]=1[C:9]1[N:10]=[C:11](/[CH:14]=[CH:15]/[C:16]2[CH:21]=[CH:20][C:19]([O:22][CH3:23])=[CH:18][CH:17]=2)[NH:12][CH:13]=1.Br[CH2:25][CH2:26][CH2:27][CH3:28]. (2) Given the product [O:13]1[C:3]([C:14]2[CH:19]=[CH:18][C:17]([F:20])=[CH:16][C:15]=2[F:21])([CH:4]([OH:6])[CH3:5])[CH2:2]1, predict the reactants needed to synthesize it. The reactants are: Cl[CH2:2][C:3]([C:14]1[CH:19]=[CH:18][C:17]([F:20])=[CH:16][C:15]=1[F:21])([OH:13])[CH:4]([O:6]C(=O)C(C)(C)C)[CH3:5].C[O-].[Na+].O.C(OCC)(=O)C. (3) Given the product [CH3:1][O:2][C:3](=[O:14])[C:4]1[CH:9]=[CH:8][C:7]([C:10](=[O:13])[CH:11]([Br:21])[CH3:12])=[CH:6][CH:5]=1, predict the reactants needed to synthesize it. The reactants are: [CH3:1][O:2][C:3](=[O:14])[C:4]1[CH:9]=[CH:8][C:7]([C:10](=[O:13])[CH2:11][CH3:12])=[CH:6][CH:5]=1.C1CNC(=O)C1.[Br:21][Br-]Br.N1CCCC1=O. (4) Given the product [CH3:73][N:69]1[CH2:70][CH2:71][CH2:72][CH:68]1[CH2:67][CH2:66][NH:65][C:17](=[O:18])/[CH:16]=[CH:15]/[C:7]1[C:6]([NH:20][S:21]([C:24]2[CH:25]=[CH:26][CH:27]=[CH:28][CH:29]=2)(=[O:23])=[O:22])=[C:5]([C:3]([OH:2])=[O:4])[C:14]2[CH2:13][CH2:12][CH2:11][CH2:10][C:9]=2[CH:8]=1, predict the reactants needed to synthesize it. The reactants are: C[O:2][C:3]([C:5]1[C:14]2[CH2:13][CH2:12][CH2:11][CH2:10][C:9]=2[CH:8]=[C:7](/[CH:15]=[CH:16]/[C:17](O)=[O:18])[C:6]=1[NH:20][S:21]([C:24]1[CH:29]=[CH:28][CH:27]=[CH:26][CH:25]=1)(=[O:23])=[O:22])=[O:4].C1CCC(N=C=NC2CCCCC2)CC1.O.ON1C2C=CC=CC=2N=N1.C(N(C(C)C)CC)(C)C.[NH2:65][CH2:66][CH2:67][CH:68]1[CH2:72][CH2:71][CH2:70][N:69]1[CH3:73].[Li+].[OH-]. (5) The reactants are: [C:1]([C:3]1[CH:8]=[CH:7][C:6]([CH:9]2[C:18]3[C:17](=[O:19])[NH:16][CH:15]=[C:14]([CH3:20])[C:13]=3[NH:12][C:11]([CH3:21])=[C:10]2[C:22]#[N:23])=[C:5]([O:24][CH3:25])[CH:4]=1)#[N:2].C(OCC)(OCC)O[CH2:28][CH3:29]. Given the product [C:1]([C:3]1[CH:8]=[CH:7][C:6]([CH:9]2[C:18]3[C:13](=[C:14]([CH3:20])[CH:15]=[N:16][C:17]=3[O:19][CH2:28][CH3:29])[NH:12][C:11]([CH3:21])=[C:10]2[C:22]#[N:23])=[C:5]([O:24][CH3:25])[CH:4]=1)#[N:2], predict the reactants needed to synthesize it. (6) Given the product [O:15]1[C:12](=[O:14])[CH2:13][CH:17]2[CH:18]=[CH:19][CH2:20][CH:16]12, predict the reactants needed to synthesize it. The reactants are: C(OCC)(OCC)(OCC)C.[C:12]([O:15][C@H:16]1[CH2:20][C@@H:19](O)[CH:18]=[CH:17]1)(=[O:14])[CH3:13].C1(C=CC(O)=CC=1)O.O. (7) The reactants are: N[C:2]1[C:7](=[O:8])[CH:6]=[CH:5][N:4]([C:9]2[CH:10]=[N:11][N:12]([CH3:14])[CH:13]=2)[N:3]=1.N([O-])=O.[Na+].[ClH:19]. Given the product [Cl:19][C:2]1[C:7](=[O:8])[CH:6]=[CH:5][N:4]([C:9]2[CH:10]=[N:11][N:12]([CH3:14])[CH:13]=2)[N:3]=1, predict the reactants needed to synthesize it.